Regression. Given two drug SMILES strings and cell line genomic features, predict the synergy score measuring deviation from expected non-interaction effect. From a dataset of NCI-60 drug combinations with 297,098 pairs across 59 cell lines. (1) Drug 1: CC=C1C(=O)NC(C(=O)OC2CC(=O)NC(C(=O)NC(CSSCCC=C2)C(=O)N1)C(C)C)C(C)C. Drug 2: C1C(C(OC1N2C=NC3=C2NC=NCC3O)CO)O. Cell line: K-562. Synergy scores: CSS=65.2, Synergy_ZIP=5.29, Synergy_Bliss=9.07, Synergy_Loewe=-45.3, Synergy_HSA=-0.426. (2) Synergy scores: CSS=4.80, Synergy_ZIP=-2.70, Synergy_Bliss=2.34, Synergy_Loewe=-0.352, Synergy_HSA=0.277. Cell line: NCI-H226. Drug 1: CC(CN1CC(=O)NC(=O)C1)N2CC(=O)NC(=O)C2. Drug 2: CCC(=C(C1=CC=CC=C1)C2=CC=C(C=C2)OCCN(C)C)C3=CC=CC=C3.C(C(=O)O)C(CC(=O)O)(C(=O)O)O. (3) Drug 1: CCN(CC)CCNC(=O)C1=C(NC(=C1C)C=C2C3=C(C=CC(=C3)F)NC2=O)C. Drug 2: CC(C)(C#N)C1=CC(=CC(=C1)CN2C=NC=N2)C(C)(C)C#N. Cell line: SF-539. Synergy scores: CSS=11.2, Synergy_ZIP=-7.37, Synergy_Bliss=-5.64, Synergy_Loewe=-3.31, Synergy_HSA=-2.86. (4) Drug 1: CCC(=C(C1=CC=CC=C1)C2=CC=C(C=C2)OCCN(C)C)C3=CC=CC=C3.C(C(=O)O)C(CC(=O)O)(C(=O)O)O. Drug 2: C1=NC2=C(N1)C(=S)N=CN2. Cell line: K-562. Synergy scores: CSS=43.9, Synergy_ZIP=4.91, Synergy_Bliss=-0.651, Synergy_Loewe=-2.21, Synergy_HSA=0.471. (5) Drug 1: C1=NC2=C(N=C(N=C2N1C3C(C(C(O3)CO)O)F)Cl)N. Drug 2: C1CN(P(=O)(OC1)NCCCl)CCCl. Cell line: HCT116. Synergy scores: CSS=12.9, Synergy_ZIP=-4.19, Synergy_Bliss=-1.69, Synergy_Loewe=-11.7, Synergy_HSA=-0.253. (6) Drug 1: CC1OCC2C(O1)C(C(C(O2)OC3C4COC(=O)C4C(C5=CC6=C(C=C35)OCO6)C7=CC(=C(C(=C7)OC)O)OC)O)O. Drug 2: CC1CCC2CC(C(=CC=CC=CC(CC(C(=O)C(C(C(=CC(C(=O)CC(OC(=O)C3CCCCN3C(=O)C(=O)C1(O2)O)C(C)CC4CCC(C(C4)OC)OCCO)C)C)O)OC)C)C)C)OC. Cell line: PC-3. Synergy scores: CSS=40.2, Synergy_ZIP=-9.56, Synergy_Bliss=-4.48, Synergy_Loewe=-0.298, Synergy_HSA=1.21. (7) Drug 1: CC12CCC3C(C1CCC2=O)CC(=C)C4=CC(=O)C=CC34C. Drug 2: C1=NC2=C(N=C(N=C2N1C3C(C(C(O3)CO)O)F)Cl)N. Cell line: UACC-257. Synergy scores: CSS=31.0, Synergy_ZIP=-7.34, Synergy_Bliss=-1.51, Synergy_Loewe=-13.5, Synergy_HSA=-0.0769.